From a dataset of Reaction yield outcomes from USPTO patents with 853,638 reactions. Predict the reaction yield, written as a fraction of the theoretical maximum amount of product (1.0 means a 100% yield; for example, 0.34 means a 34% yield). (1) The reactants are [S:1]1[CH:5]=[CH:4][CH:3]=[C:2]1[C:6]([NH2:8])=[O:7].[Cl:9][CH2:10][C:11](=O)[CH2:12]Cl. The catalyst is CCOC(C)=O. The product is [Cl:9][CH2:10][C:11]1[N:8]=[C:6]([C:2]2[S:1][CH:5]=[CH:4][CH:3]=2)[O:7][CH:12]=1. The yield is 0.630. (2) The reactants are [O:1]=[C:2]([C:6]1[C:14]2[C:9](=[CH:10][CH:11]=[C:12]([O:15][C:16]3[CH:21]=[CH:20][CH:19]=[CH:18][CH:17]=3)[CH:13]=2)[NH:8][CH:7]=1)[C:3](Cl)=[O:4].[OH-].[NH4+:23].Cl. No catalyst specified. The product is [O:1]=[C:2]([C:6]1[C:14]2[C:9](=[CH:10][CH:11]=[C:12]([O:15][C:16]3[CH:21]=[CH:20][CH:19]=[CH:18][CH:17]=3)[CH:13]=2)[NH:8][CH:7]=1)[C:3]([NH2:23])=[O:4]. The yield is 0.960. (3) The reactants are [NH2:1][C@H:2]([C:7]([OH:9])=[O:8])[C:3]([CH3:6])([CH3:5])[CH3:4].[OH-].[Na+].Cl[C:13]([O:15][CH3:16])=[O:14]. The catalyst is O1CCOCC1. The product is [CH3:16][O:15][C:13]([NH:1][C@@H:2]([C:3]([CH3:6])([CH3:5])[CH3:4])[C:7]([OH:9])=[O:8])=[O:14]. The yield is 0.920. (4) The reactants are [CH2:1]([Mg]Br)[C:2]1[CH:7]=[CH:6][CH:5]=[CH:4][CH:3]=1.[CH3:10][C:11]1[CH2:16][CH:15]([CH3:17])[CH2:14][C:13](=[O:18])[CH:12]=1. The catalyst is C(OCC)C.Cl[Cu]. The product is [CH2:1]([C:11]1([CH3:10])[CH2:16][CH:15]([CH3:17])[CH2:14][C:13](=[O:18])[CH2:12]1)[C:2]1[CH:7]=[CH:6][CH:5]=[CH:4][CH:3]=1. The yield is 0.530. (5) The reactants are [CH3:1][C:2]1[CH:3]=[C:4]([CH:8]=[CH:9][C:10]=1[C:11]([N:13]1[CH2:17][CH:16]=[CH:15][CH2:14]1)=[O:12])[C:5]([OH:7])=O.CN(C(O[N:26]1N=[N:33][C:28]2[CH:29]=[CH:30][CH:31]=[CH:32][C:27]1=2)=[N+](C)C)C.[B-](F)(F)(F)F.C([N:43]([CH:46]([CH3:48])[CH3:47])CC)(C)C.ClC1C=CC2NC(NC[C:59]3C=[CH:62][S:61][CH:60]=3)=NC=2C=1.[Cl:66]Cl. The catalyst is O1CCCC1.ClCCl.C(O)C. The product is [Cl:66][C:31]1[CH:30]=[CH:29][C:28]2[NH:33][C:48]([CH:46]([C:47]3[CH:59]=[CH:60][S:61][CH:62]=3)[NH:43][C:5](=[O:7])[C:4]3[CH:8]=[CH:9][C:10]([C:11]([N:13]4[CH2:17][CH:16]=[CH:15][CH2:14]4)=[O:12])=[C:2]([CH3:1])[CH:3]=3)=[N:26][C:27]=2[CH:32]=1. The yield is 0.810. (6) The product is [CH:8]([C:7]1[C:6](=[O:11])[N:5]2[N:12]=[CH:13][C:14]([C:15]#[N:16])=[C:4]2[NH:3][C:2]=1[NH:17][C:18]1[CH:23]=[CH:22][CH:21]=[CH:20][CH:19]=1)([CH3:10])[CH3:9]. The yield is 0.110. The catalyst is CC(C1C=C(C(C)C)C(C2C(P(C3CCCCC3)C3CCCCC3)=C(OC)C=CC=2OC)=C(C(C)C)C=1)C.O1CCOCC1. The reactants are Cl[C:2]1[NH:3][C:4]2[N:5]([N:12]=[CH:13][C:14]=2[C:15]#[N:16])[C:6](=[O:11])[C:7]=1[CH:8]([CH3:10])[CH3:9].[NH2:17][C:18]1[CH:23]=[CH:22][CH:21]=[CH:20][CH:19]=1.CC(C1C=C(C(C)C)C(C2C(P(C3CCCCC3)C3CCCCC3)=C(OC)C=CC=2OC)=C(C(C)C)C=1)C.CC([O-])(C)C.[Na+]. (7) The reactants are CCCCCC.[S:7]1[CH:11]=[CH:10][C:9]2[CH:12]=[CH:13][CH:14]=[CH:15][C:8]1=2.[Br:16][C:17]1[CH:18]=[CH:19][C:20]([Cl:25])=[C:21]([CH:24]=1)[CH:22]=[O:23].[Cl-].[NH4+]. The catalyst is O1CCCC1. The product is [S:7]1[C:8]2[CH:15]=[CH:14][CH:13]=[CH:12][C:9]=2[CH:10]=[C:11]1[CH:22]([C:21]1[CH:24]=[C:17]([Br:16])[CH:18]=[CH:19][C:20]=1[Cl:25])[OH:23]. The yield is 0.710.